From a dataset of Reaction yield outcomes from USPTO patents with 853,638 reactions. Predict the reaction yield, written as a fraction of the theoretical maximum amount of product (1.0 means a 100% yield; for example, 0.34 means a 34% yield). The reactants are [O:1]=[CH:2][C:3]1[CH:11]=[CH:10][C:8]([OH:9])=[C:5]([O:6][CH3:7])[CH:4]=1.C([O-])([O-])O[CH2:14][CH3:15].[H][H]. The catalyst is [C].[Pd].O.C1(C)C=CC(S(O)(=O)=O)=CC=1. The product is [CH2:14]([O:1][CH2:2][C:3]1[CH:11]=[CH:10][C:8]([OH:9])=[C:5]([O:6][CH3:7])[CH:4]=1)[CH3:15]. The yield is 0.962.